The task is: Predict which catalyst facilitates the given reaction.. This data is from Catalyst prediction with 721,799 reactions and 888 catalyst types from USPTO. (1) Reactant: [S:1]1[C:5](CO)=[CH:4][C:3]2[CH:8]=[CH:9][CH:10]=[CH:11][C:2]1=2.C(NC(C)C)(C)C.[CH3:19][S:20](Cl)(=[O:22])=[O:21].C([O:27][CH2:28]C)(=O)C. Product: [CH3:19][S:20]([O:27][CH2:28][C:9]1[CH:10]=[CH:11][C:2]2[S:1][CH:5]=[CH:4][C:3]=2[CH:8]=1)(=[O:22])=[O:21]. The catalyst class is: 2. (2) Reactant: [Br:1][C:2]1[CH:3]=[C:4]([CH:7]=[CH:8][CH:9]=1)[C:5]#[N:6].[OH2:10]. Product: [Br:1][C:2]1[CH:3]=[C:4]([CH:7]=[CH:8][CH:9]=1)[C:5]([NH2:6])=[O:10]. The catalyst class is: 12. (3) Reactant: [CH3:1][NH:2][CH2:3][CH2:4][O:5][C:6]1[CH:15]=[CH:14][CH:13]=[C:12]2[C:7]=1[C:8]([NH:16][C:17]1[CH:22]=[CH:21][C:20]([O:23][C:24]3[CH:25]=[N:26][C:27]([CH3:30])=[CH:28][CH:29]=3)=[C:19]([CH3:31])[CH:18]=1)=[N:9][CH:10]=[N:11]2.[C:32]([OH:36])(=O)[CH2:33][OH:34].CN(C(ON1N=NC2C=CC=NC1=2)=[N+](C)C)C.F[P-](F)(F)(F)(F)F. Product: [OH:34][CH2:33][C:32]([N:2]([CH3:1])[CH2:3][CH2:4][O:5][C:6]1[CH:15]=[CH:14][CH:13]=[C:12]2[C:7]=1[C:8]([NH:16][C:17]1[CH:22]=[CH:21][C:20]([O:23][C:24]3[CH:25]=[N:26][C:27]([CH3:30])=[CH:28][CH:29]=3)=[C:19]([CH3:31])[CH:18]=1)=[N:9][CH:10]=[N:11]2)=[O:36]. The catalyst class is: 44. (4) Reactant: [NH2:1][C:2]1[CH:16]=[CH:15][CH:14]=[CH:13][C:3]=1[CH2:4][NH:5][CH:6]1[CH2:10][C:9](=[O:11])[NH:8][C:7]1=[O:12].[C:17](N1C=CN=C1)(N1C=CN=C1)=[O:18]. Product: [O:18]=[C:17]1[N:5]([CH:6]2[CH2:10][C:9](=[O:11])[NH:8][C:7]2=[O:12])[CH2:4][C:3]2[C:2](=[CH:16][CH:15]=[CH:14][CH:13]=2)[NH:1]1. The catalyst class is: 7.